The task is: Regression. Given a peptide amino acid sequence and an MHC pseudo amino acid sequence, predict their binding affinity value. This is MHC class I binding data.. This data is from Peptide-MHC class I binding affinity with 185,985 pairs from IEDB/IMGT. (1) The peptide sequence is YLQQNWWTL. The MHC is HLA-A02:06 with pseudo-sequence HLA-A02:06. The binding affinity (normalized) is 0.819. (2) The peptide sequence is FMGRIRSVY. The MHC is HLA-A30:02 with pseudo-sequence HLA-A30:02. The binding affinity (normalized) is 1.00. (3) The peptide sequence is TGPGGLSALL. The MHC is H-2-Kd with pseudo-sequence H-2-Kd. The binding affinity (normalized) is 0. (4) The peptide sequence is TPALAARGF. The MHC is HLA-B38:01 with pseudo-sequence HLA-B38:01. The binding affinity (normalized) is 0.0847. (5) The peptide sequence is LMNVITLVY. The MHC is HLA-A01:01 with pseudo-sequence HLA-A01:01. The binding affinity (normalized) is 0.568. (6) The peptide sequence is DTITNVTTM. The MHC is HLA-A26:01 with pseudo-sequence HLA-A26:01. The binding affinity (normalized) is 0.875. (7) The peptide sequence is VMAPDKPSL. The MHC is HLA-A02:01 with pseudo-sequence HLA-A02:01. The binding affinity (normalized) is 0.465. (8) The peptide sequence is ASSEPHCAL. The MHC is HLA-A01:01 with pseudo-sequence HLA-A01:01. The binding affinity (normalized) is 0.0847. (9) The peptide sequence is TVFYNIPPM. The MHC is HLA-B58:01 with pseudo-sequence HLA-B58:01. The binding affinity (normalized) is 0.213. (10) The binding affinity (normalized) is 0. The MHC is HLA-B40:01 with pseudo-sequence HLA-B40:01. The peptide sequence is HDLMMGYAW.